This data is from Reaction yield outcomes from USPTO patents with 853,638 reactions. The task is: Predict the reaction yield, written as a fraction of the theoretical maximum amount of product (1.0 means a 100% yield; for example, 0.34 means a 34% yield). (1) The reactants are [O:1]1[CH2:5][CH2:4][O:3][CH:2]1[C:6]1[CH:7]=[C:8]2[CH:14]=[CH:13][NH:12][C:9]2=[CH:10][N:11]=1.[H-].[Na+].[CH3:17]I. The catalyst is C1COCC1. The product is [O:3]1[CH2:4][CH2:5][O:1][CH:2]1[C:6]1[CH:7]=[C:8]2[CH:14]=[CH:13][N:12]([CH3:17])[C:9]2=[CH:10][N:11]=1. The yield is 0.860. (2) The reactants are [S:1]1[C:5]2[CH:6]=[CH:7][CH:8]=[CH:9][C:4]=2[N:3]=[C:2]1[NH:10][C:11](=[O:19])[C:12]1[CH:17]=[CH:16][C:15](N)=[CH:14][CH:13]=1.[F:20][C:21]1[CH:28]=[CH:27][C:24]([CH:25]=O)=[CH:23][CH:22]=1.CO.C([BH3-])#N.[Na+]. The catalyst is CC([O-])C.CC([O-])C.CC([O-])C.CC([O-])C.[Ti+4].C(OCC)(=O)C.O. The product is [S:1]1[C:5]2[CH:6]=[CH:7][CH:8]=[CH:9][C:4]=2[N:3]=[C:2]1[NH:10][C:11](=[O:19])[C:12]1[CH:17]=[CH:16][C:15]([CH2:25][C:24]2[CH:27]=[CH:28][C:21]([F:20])=[CH:22][CH:23]=2)=[CH:14][CH:13]=1. The yield is 0.780. (3) The reactants are [OH:1][C:2]1[CH:11]=[CH:10][CH:9]=[C:8]2[C:3]=1[CH2:4][CH2:5][CH2:6][C:7]2=[O:12].[Br:13][C:14]1[CH:19]=[CH:18][C:17]([Cl:20])=[CH:16][C:15]=1[CH2:21]Br.C(=O)([O-])[O-].[K+].[K+]. The product is [Br:13][C:14]1[CH:19]=[CH:18][C:17]([Cl:20])=[CH:16][C:15]=1[CH2:21][O:1][C:2]1[CH:11]=[CH:10][CH:9]=[C:8]2[C:3]=1[CH2:4][CH2:5][CH2:6][C:7]2=[O:12]. The catalyst is CN(C)C=O.C(OCC)(=O)C. The yield is 0.940. (4) The reactants are [Br:1][C:2]1[CH:9]=[CH:8][C:5]([CH:6]=O)=[C:4]([F:10])[CH:3]=1.[C:11]([NH:14][NH2:15])([NH2:13])=[NH:12].[ClH:16]. No catalyst specified. The product is [ClH:16].[Br:1][C:2]1[CH:9]=[CH:8][C:5]([CH:6]=[N:15][NH:14][C:11]([NH2:13])=[NH:12])=[C:4]([F:10])[CH:3]=1. The yield is 0.740. (5) The reactants are [N-:1]=[N+:2]=[N-:3].[Na+].Br[CH2:6]/[CH:7]=[CH:8]/[C:9]([O:11][CH3:12])=[O:10]. The catalyst is CN(C=O)C. The product is [N:1]([CH2:6]/[CH:7]=[CH:8]/[C:9]([O:11][CH3:12])=[O:10])=[N+:2]=[N-:3]. The yield is 0.800. (6) The reactants are [F:1][C:2]1[CH:7]=[CH:6][CH:5]=[C:4]([F:8])[C:3]=1[N:9]1[C:13]2[CH:14]=[CH:15][CH:16]=[CH:17][C:12]=2[NH:11][S:10]1(=[O:19])=[O:18].[Br:20][CH2:21][CH2:22][O:23][CH2:24][CH2:25]Br.C(=O)([O-])[O-].[Cs+].[Cs+]. No catalyst specified. The product is [Br:20][CH2:21][CH2:22][O:23][CH2:24][CH2:25][N:11]1[C:12]2[CH:17]=[CH:16][CH:15]=[CH:14][C:13]=2[N:9]([C:3]2[C:4]([F:8])=[CH:5][CH:6]=[CH:7][C:2]=2[F:1])[S:10]1(=[O:18])=[O:19]. The yield is 0.760.